Task: Predict the reactants needed to synthesize the given product.. Dataset: Full USPTO retrosynthesis dataset with 1.9M reactions from patents (1976-2016) (1) Given the product [C:28]([C:31]1[CH:32]=[C:33]([C:37]2[N:2]([CH2:26][C:20]3[C:19]4[C:23](=[CH:24][CH:25]=[C:17]([Cl:16])[CH:18]=4)[NH:22][CH:21]=3)[N:1]=[C:3]3[C:4]=2[C:5](=[O:15])[N:6]([CH3:14])[C:7](=[O:13])[N:8]3[CH2:9][CH:10]([CH3:11])[CH3:12])[N:34]([CH3:36])[CH:35]=1)(=[O:30])[CH3:29], predict the reactants needed to synthesize it. The reactants are: [NH:1]([C:3]1[N:8]([CH2:9][CH:10]([CH3:12])[CH3:11])[C:7](=[O:13])[N:6]([CH3:14])[C:5](=[O:15])[CH:4]=1)[NH2:2].[Cl:16][C:17]1[CH:18]=[C:19]2[C:23](=[CH:24][CH:25]=1)[NH:22][CH:21]=[C:20]2[CH:26]=O.[C:28]([C:31]1[CH:32]=[C:33]([CH:37]=O)[N:34]([CH3:36])[CH:35]=1)(=[O:30])[CH3:29]. (2) Given the product [Cl:1][C:2]1[CH:3]=[C:4]([CH:8]=[CH:9][CH:10]=1)[C:5]([NH:11][C:12]1[CH:13]=[C:14]([CH:19]=[CH:20][CH:21]=1)[C:15]([O:17][CH3:18])=[O:16])=[O:6], predict the reactants needed to synthesize it. The reactants are: [Cl:1][C:2]1[CH:3]=[C:4]([CH:8]=[CH:9][CH:10]=1)[C:5](Cl)=[O:6].[NH2:11][C:12]1[CH:13]=[C:14]([CH:19]=[CH:20][CH:21]=1)[C:15]([O:17][CH3:18])=[O:16].C(N(CC)CC)C.